From a dataset of Peptide-MHC class II binding affinity with 134,281 pairs from IEDB. Regression. Given a peptide amino acid sequence and an MHC pseudo amino acid sequence, predict their binding affinity value. This is MHC class II binding data. (1) The peptide sequence is GATVAVDCRPFNGGE. The MHC is HLA-DPA10103-DPB10401 with pseudo-sequence HLA-DPA10103-DPB10401. The binding affinity (normalized) is 0. (2) The peptide sequence is KTMAVCTNAKVTAKG. The MHC is DRB3_0202 with pseudo-sequence DRB3_0202. The binding affinity (normalized) is 0.170.